Dataset: Merck oncology drug combination screen with 23,052 pairs across 39 cell lines. Task: Regression. Given two drug SMILES strings and cell line genomic features, predict the synergy score measuring deviation from expected non-interaction effect. (1) Drug 1: CC1CC2C3CCC4=CC(=O)C=CC4(C)C3(F)C(O)CC2(C)C1(O)C(=O)CO. Drug 2: O=C(NOCC(O)CO)c1ccc(F)c(F)c1Nc1ccc(I)cc1F. Cell line: COLO320DM. Synergy scores: synergy=5.13. (2) Drug 1: C#Cc1cccc(Nc2ncnc3cc(OCCOC)c(OCCOC)cc23)c1. Drug 2: CCc1c2c(nc3ccc(O)cc13)-c1cc3c(c(=O)n1C2)COC(=O)C3(O)CC. Cell line: COLO320DM. Synergy scores: synergy=8.62. (3) Drug 1: CN1C(=O)C=CC2(C)C3CCC4(C)C(NC(=O)OCC(F)(F)F)CCC4C3CCC12. Drug 2: O=C(NOCC(O)CO)c1ccc(F)c(F)c1Nc1ccc(I)cc1F. Cell line: A2780. Synergy scores: synergy=22.2. (4) Drug 1: CC(=O)OC1C(=O)C2(C)C(O)CC3OCC3(OC(C)=O)C2C(OC(=O)c2ccccc2)C2(O)CC(OC(=O)C(O)C(NC(=O)c3ccccc3)c3ccccc3)C(C)=C1C2(C)C. Drug 2: CC(C)CC(NC(=O)C(Cc1ccccc1)NC(=O)c1cnccn1)B(O)O. Cell line: KPL1. Synergy scores: synergy=-10.1. (5) Drug 1: O=C(CCCCCCC(=O)Nc1ccccc1)NO. Drug 2: C#Cc1cccc(Nc2ncnc3cc(OCCOC)c(OCCOC)cc23)c1. Cell line: UWB1289BRCA1. Synergy scores: synergy=26.4. (6) Drug 1: O=C(NOCC(O)CO)c1ccc(F)c(F)c1Nc1ccc(I)cc1F. Drug 2: NC1CCCCC1N.O=C(O)C(=O)O.[Pt+2]. Cell line: SKMEL30. Synergy scores: synergy=-13.1.